Dataset: Full USPTO retrosynthesis dataset with 1.9M reactions from patents (1976-2016). Task: Predict the reactants needed to synthesize the given product. (1) Given the product [O:41]1[C:40]2([CH2:39][CH2:38][N:37]([C:34]3[CH:35]=[CH:36][C:9]([OH:8])=[C:10]([CH:33]=3)[C:11]([NH:13][C:14]3[CH:26]=[C:25]([C:27]4[CH:28]=[CH:29][CH:30]=[CH:31][CH:32]=4)[CH:24]=[CH:23][C:15]=3[C:16]([O:18][C:19]([CH3:20])([CH3:22])[CH3:21])=[O:17])=[O:12])[CH2:46][CH2:45]2)[O:44][CH2:43][CH2:42]1, predict the reactants needed to synthesize it. The reactants are: C([O:8][C:9]1[CH:36]=[CH:35][C:34]([N:37]2[CH2:46][CH2:45][C:40]3([O:44][CH2:43][CH2:42][O:41]3)[CH2:39][CH2:38]2)=[CH:33][C:10]=1[C:11]([NH:13][C:14]1[CH:26]=[C:25]([C:27]2[CH:32]=[CH:31][CH:30]=[CH:29][CH:28]=2)[CH:24]=[CH:23][C:15]=1[C:16]([O:18][C:19]([CH3:22])([CH3:21])[CH3:20])=[O:17])=[O:12])C1C=CC=CC=1. (2) Given the product [NH:1]1[C:9]2[C:4](=[C:5]([C:10]3[CH:18]=[C:17]4[C:13]([CH:14]=[N:15][NH:16]4)=[C:12]([NH:25][C:40]([C:36]4[O:35][CH:39]=[CH:38][CH:37]=4)=[O:41])[CH:11]=3)[CH:6]=[CH:7][CH:8]=2)[CH:3]=[CH:2]1, predict the reactants needed to synthesize it. The reactants are: [NH:1]1[C:9]2[C:4](=[C:5]([C:10]3[CH:11]=[C:12]([NH2:25])[C:13]4[C:17]([CH:18]=3)=[N:16][N:15](C3CCCCO3)[CH:14]=4)[CH:6]=[CH:7][CH:8]=2)[CH:3]=[CH:2]1.CCN(C(C)C)C(C)C.[O:35]1[CH:39]=[CH:38][CH:37]=[C:36]1[C:40](Cl)=[O:41]. (3) Given the product [NH2:8][C:24]1[N:32]=[C:31]([Cl:33])[CH:30]=[CH:29][C:25]=1[C:26]([OH:28])=[O:27], predict the reactants needed to synthesize it. The reactants are: COCCOCC[N:8](CCOCCOC)CCOCCOC.Cl[C:24]1[N:32]=[C:31]([Cl:33])[CH:30]=[CH:29][C:25]=1[C:26]([OH:28])=[O:27].C(N)(=O)C.C(=O)([O-])[O-].[K+].[K+].Cl.C(O)(=O)CC(CC(O)=O)(C(O)=O)O. (4) The reactants are: [CH2:1]([C@:3]1([OH:28])[C:25]2[CH:24]=[C:23]3[N:10]([CH2:11][C:12]4[C:13]3=[N:14][C:15]3[CH:16]=[C:17]([F:22])[CH:18]=[CH:19][C:20]=3[CH:21]=4)[C:9](=[O:26])[C:8]=2[CH2:7][O:6][C:5](=[O:27])[CH2:4]1)[CH3:2].[CH:29](=O)[CH2:30][CH2:31][CH2:32][CH2:33]C. Given the product [CH2:1]([C@:3]1([OH:28])[C:25]2[CH:24]=[C:23]3[N:10]([CH2:11][C:12]4[C:13]3=[N:14][C:15]3[CH:16]=[C:17]([F:22])[CH:18]=[CH:19][C:20]=3[C:21]=4[CH2:29][CH2:30][CH2:31][CH2:32][CH3:33])[C:9](=[O:26])[C:8]=2[CH2:7][O:6][C:5](=[O:27])[CH2:4]1)[CH3:2], predict the reactants needed to synthesize it.